From a dataset of Full USPTO retrosynthesis dataset with 1.9M reactions from patents (1976-2016). Predict the reactants needed to synthesize the given product. (1) Given the product [F:21][C:15]1[CH:16]=[C:17]([F:20])[CH:18]=[C:19]2[C:14]=1[CH:13]=[CH:12][C:11](=[O:22])[N:10]2[CH2:9][CH2:8][N:5]1[CH2:6][CH2:7][C@H:2]([NH:1][CH2:36][C:34]2[CH:33]=[CH:32][C:29]3[O:30][CH2:31][C:26](=[O:25])[NH:27][C:28]=3[N:35]=2)[C@H:3]([O:23][CH3:24])[CH2:4]1, predict the reactants needed to synthesize it. The reactants are: [NH2:1][C@H:2]1[CH2:7][CH2:6][N:5]([CH2:8][CH2:9][N:10]2[C:19]3[C:14](=[C:15]([F:21])[CH:16]=[C:17]([F:20])[CH:18]=3)[CH:13]=[CH:12][C:11]2=[O:22])[CH2:4][C@H:3]1[O:23][CH3:24].[O:25]=[C:26]1[CH2:31][O:30][C:29]2[CH:32]=[CH:33][C:34]([CH:36]=O)=[N:35][C:28]=2[NH:27]1.C(O[BH-](OC(=O)C)OC(=O)C)(=O)C.[Na+].CO. (2) Given the product [CH3:79][N:74]1[CH2:75][CH2:76][CH2:77][CH2:78]1.[NH2:1][C@H:2]([C:4]([NH:6][CH2:7][C:8]([NH:10][C@H:11]([C:15]([NH:17][C@H:18]([C:27]([NH:29][C@@H:30]([C:40]([NH:42][C@H:43]([C:54]([NH2:56])=[O:55])[CH2:44][C:45]1[C:53]2[C:48](=[CH:49][CH:50]=[CH:51][CH:52]=2)[NH:47][CH:46]=1)=[O:41])[CH2:31][CH2:32][C:33](=[O:39])[O:34][C:35]([CH3:37])([CH3:36])[CH3:38])=[O:28])[CH2:19][C:20](=[O:26])[O:21][C:22]([CH3:23])([CH3:24])[CH3:25])=[O:16])[C@@H:12]([CH3:14])[OH:13])=[O:9])=[O:5])[CH3:3], predict the reactants needed to synthesize it. The reactants are: [NH2:1][C@H:2]([C:4]([NH:6][CH2:7][C:8]([NH:10][C@H:11]([C:15]([NH:17][C@H:18]([C:27]([NH:29][C@@H:30]([C:40]([NH:42][C@H:43]([C:54]([NH:56]C(OCC1C2C(=CC=CC=2)C2C1=CC=CC=2)=O)=[O:55])[CH2:44][C:45]1[C:53]2[C:48](=[CH:49][CH:50]=[CH:51][CH:52]=2)[NH:47][CH:46]=1)=[O:41])[CH2:31][CH2:32][C:33](=[O:39])[O:34][C:35]([CH3:38])([CH3:37])[CH3:36])=[O:28])[CH2:19][C:20](=[O:26])[O:21][C:22]([CH3:25])([CH3:24])[CH3:23])=[O:16])[C@@H:12]([CH3:14])[OH:13])=[O:9])=[O:5])[CH3:3].[NH:74]1[CH2:79][CH2:78][CH2:77][CH2:76][CH2:75]1.